This data is from Caco-2 cell permeability data measuring drug intestinal absorption for ~900 compounds. The task is: Regression/Classification. Given a drug SMILES string, predict its absorption, distribution, metabolism, or excretion properties. Task type varies by dataset: regression for continuous measurements (e.g., permeability, clearance, half-life) or binary classification for categorical outcomes (e.g., BBB penetration, CYP inhibition). For this dataset (caco2_wang), we predict Y. (1) The molecule is C[C@H]1C(=O)N(C)[C@H](C)C(=O)N[C@H](C)C(=O)N(C)[C@@H](C)C(=O)N(C)[C@H](C)C(=O)N(C)[C@@H](C)C(=O)N1C. The Y is -5.10 log Papp (cm/s). (2) The compound is N=C(N)c1ccc(-c2ccc(-c3ccc(C(=N)N)cc3)o2)cc1. The Y is -6.42 log Papp (cm/s). (3) The drug is COc1ccc2cc(C(=O)NC3(C(=O)N[C@H](Cc4ccccc4)C(=O)NCC4CCN(CC5CCOCC5)CC4)CCCC3)sc2c1. The Y is -5.96 log Papp (cm/s). (4) The drug is Cc1cc(C(=O)Nc2ccc(-c3ccccc3S(C)(=O)=O)cc2)n(-c2cccc(CN)c2)n1. The Y is -5.90 log Papp (cm/s).